From a dataset of Full USPTO retrosynthesis dataset with 1.9M reactions from patents (1976-2016). Predict the reactants needed to synthesize the given product. Given the product [F:1][C:2]1[C:3]([C:4]([OH:6])=[O:5])=[C:7]([CH3:11])[C:8]([N+:17]([O-:19])=[O:18])=[CH:9][CH:10]=1, predict the reactants needed to synthesize it. The reactants are: [F:1][C:2]1[CH:10]=[CH:9][CH:8]=[C:7]([CH3:11])[C:3]=1[C:4]([OH:6])=[O:5].OS(O)(=O)=O.[N+:17]([O-])([OH:19])=[O:18].